Dataset: Peptide-MHC class II binding affinity with 134,281 pairs from IEDB. Task: Regression. Given a peptide amino acid sequence and an MHC pseudo amino acid sequence, predict their binding affinity value. This is MHC class II binding data. (1) The peptide sequence is ELAAVSVDCSEYPKP. The MHC is HLA-DQA10401-DQB10402 with pseudo-sequence HLA-DQA10401-DQB10402. The binding affinity (normalized) is 0.265. (2) The MHC is HLA-DQA10601-DQB10402 with pseudo-sequence HLA-DQA10601-DQB10402. The peptide sequence is ERTVRVLDTVEKWLA. The binding affinity (normalized) is 0.585. (3) The peptide sequence is APATPAAAGAEAGKA. The MHC is DRB1_1001 with pseudo-sequence DRB1_1001. The binding affinity (normalized) is 0.249. (4) The peptide sequence is SRTIYRGVSPSTTRLES. The MHC is DRB1_0701 with pseudo-sequence DRB1_0701. The binding affinity (normalized) is 0.633. (5) The peptide sequence is KMIGGIGGFIKVRQYDQIPI. The MHC is DRB1_0301 with pseudo-sequence DRB1_0301. The binding affinity (normalized) is 0.0348. (6) The peptide sequence is PEAKYDAYVATLTEA. The MHC is DRB1_1001 with pseudo-sequence DRB1_1001. The binding affinity (normalized) is 0.504. (7) The peptide sequence is INLIIHYVDRPGALG. The MHC is DRB1_1602 with pseudo-sequence DRB1_1602. The binding affinity (normalized) is 0.372.